This data is from Catalyst prediction with 721,799 reactions and 888 catalyst types from USPTO. The task is: Predict which catalyst facilitates the given reaction. (1) Reactant: [CH3:1][O:2][C:3]1[CH:8]=[CH:7][C:6]([N+:9]([O-:11])=[O:10])=[CH:5][C:4]=1[N:12]=[C:13]=[O:14].[NH2:15][C:16]1[CH:21]=[CH:20][CH:19]=[CH:18][CH:17]=1. Product: [CH3:1][O:2][C:3]1[CH:8]=[CH:7][C:6]([N+:9]([O-:11])=[O:10])=[CH:5][C:4]=1[NH:12][C:13]([NH:15][C:16]1[CH:21]=[CH:20][CH:19]=[CH:18][CH:17]=1)=[O:14]. The catalyst class is: 13. (2) Reactant: [Br:1][C:2]1[CH:7]=[CH:6][C:5]([C@H:8]([NH2:10])[CH3:9])=[CH:4][CH:3]=1.[C:11]1(=O)[O:16][C:14](=[O:15])[C:13]2=[CH:17][CH:18]=[CH:19][CH:20]=[C:12]12. Product: [Br:1][C:2]1[CH:7]=[CH:6][C:5]([C@H:8]([N:10]2[C:14](=[O:15])[C:13]3[C:12](=[CH:20][CH:19]=[CH:18][CH:17]=3)[C:11]2=[O:16])[CH3:9])=[CH:4][CH:3]=1. The catalyst class is: 9. (3) Reactant: [OH:1][CH:2]([C:19]1[CH:20]=[C:21]2[C:26](=[CH:27][CH:28]=1)[C:25](=[O:29])[O:24][C@H:23]([CH3:30])[CH2:22]2)[CH2:3][N:4]1[CH2:9][CH2:8][N:7]([C:10]([O:12]C(C)(C)C)=[O:11])[CH2:6][C@H:5]1[CH2:17][OH:18].FC(F)(F)C(O)=O.C(N(CC)CC)C.ClC(O[CH2:49][C:50]1[CH:55]=[CH:54][CH:53]=[CH:52][CH:51]=1)=O. Product: [OH:1][CH:2]([C:19]1[CH:20]=[C:21]2[C:26](=[CH:27][CH:28]=1)[C:25](=[O:29])[O:24][C@H:23]([CH3:30])[CH2:22]2)[CH2:3][N:4]1[CH2:9][CH2:8][N:7]([C:10]([O:12][CH2:49][C:50]2[CH:55]=[CH:54][CH:53]=[CH:52][CH:51]=2)=[O:11])[CH2:6][C@H:5]1[CH2:17][OH:18]. The catalyst class is: 2. (4) Reactant: [CH3:1][O:2][C:3]1[CH:11]=[CH:10][C:6]([C:7]([OH:9])=O)=[CH:5][CH:4]=1.C(N1C=CN=C1)(N1C=CN=C1)=O.[Mg+].[CH2:25]([O:27][C:28](=[O:33])[CH2:29]C([O-])=O)[CH3:26].Cl. Product: [CH3:1][O:2][C:3]1[CH:4]=[CH:5][C:6]([C:7](=[O:9])[CH2:29][C:28]([O:27][CH2:25][CH3:26])=[O:33])=[CH:10][CH:11]=1. The catalyst class is: 253. (5) Reactant: [N:1]1[CH:6]=[CH:5][CH:4]=[CH:3][C:2]=1[CH2:7][OH:8].[H-].[Na+].Cl[C:12]1[N:13]=[CH:14][C:15]([C:18]([NH:20][C:21]2[CH:26]=[C:25]([C:27]([NH:29][CH:30]3[CH2:32][CH2:31]3)=[O:28])[CH:24]=[CH:23][C:22]=2[CH3:33])=[O:19])=[N:16][CH:17]=1. Product: [CH:30]1([NH:29][C:27]([C:25]2[CH:24]=[CH:23][C:22]([CH3:33])=[C:21]([NH:20][C:18]([C:15]3[CH:14]=[N:13][C:12]([O:8][CH2:7][C:2]4[CH:3]=[CH:4][CH:5]=[CH:6][N:1]=4)=[CH:17][N:16]=3)=[O:19])[CH:26]=2)=[O:28])[CH2:32][CH2:31]1. The catalyst class is: 37. (6) Reactant: [C:1]([O:5][C:6]([C:8]1([CH2:11][CH2:12][CH2:13][CH2:14]C(=O)[CH2:14][CH2:13][CH2:12][CH2:11][C:8]2([C:6]([O:5][C:1]([CH3:4])([CH3:3])[CH3:2])=[O:7])[CH2:10][CH2:9]2)[CH2:10][CH2:9]1)=[O:7])([CH3:4])([CH3:3])[CH3:2].[H-].[Na+].[CH3:33][C:34]1[CH:39]=[CH:38][C:37]([S:40]([CH2:43][N+:44]#[C-:45])(=[O:42])=[O:41])=[CH:36][CH:35]=1.Br[CH2:47][CH2:48][CH2:49][CH2:50][C:51]1([C:54]([O:56][C:57]([CH3:60])([CH3:59])[CH3:58])=[O:55])[CH2:53][CH2:52]1. Product: [C:57]([O:56][C:54]([C:51]1([CH2:50][CH2:49][CH2:48][CH2:47][C:43]([N+:44]#[C-:45])([S:40]([C:37]2[CH:36]=[CH:35][C:34]([CH3:33])=[CH:39][CH:38]=2)(=[O:42])=[O:41])[CH2:14][CH2:13][CH2:12][CH2:11][C:8]2([C:6]([O:5][C:1]([CH3:2])([CH3:3])[CH3:4])=[O:7])[CH2:10][CH2:9]2)[CH2:53][CH2:52]1)=[O:55])([CH3:60])([CH3:59])[CH3:58]. The catalyst class is: 58. (7) Reactant: Br[C:2]1[CH:7]=[CH:6][C:5]([C:8]2[N:9]=[C:10]([C@@H:13]3[CH2:17][CH2:16][CH2:15][N:14]3[C:18]([O:20][CH2:21][C:22]3[CH:27]=[CH:26][CH:25]=[CH:24][CH:23]=3)=[O:19])[NH:11][CH:12]=2)=[CH:4][CH:3]=1.[CH3:28][C:29]([CH3:56])([CH3:55])[CH:30]([NH:51][C:52](=[O:54])[O-:53])[C:31]1[NH:32][C:33]([C:36]2[CH:41]=[CH:40][C:39](B3OC(C)(C)C(C)(C)O3)=[CH:38][CH:37]=2)=[CH:34][N:35]=1.C([O-])(O)=O.[Na+].N#N. Product: [C:5]([O:53][C:52]([NH:51][C@H:30]([C:31]1[NH:35][CH:34]=[C:33]([C:36]2[CH:41]=[CH:40][C:39]([C:2]3[CH:7]=[CH:6][C:5]([C:8]4[N:9]=[C:10]([C@@H:13]5[CH2:17][CH2:16][CH2:15][N:14]5[C:18]([O:20][CH2:21][C:22]5[CH:27]=[CH:26][CH:25]=[CH:24][CH:23]=5)=[O:19])[NH:11][CH:12]=4)=[CH:4][CH:3]=3)=[CH:38][CH:37]=2)[N:32]=1)[C:29]([CH3:55])([CH3:28])[CH3:56])=[O:54])([CH3:8])([CH3:6])[CH3:4]. The catalyst class is: 108.